Dataset: Full USPTO retrosynthesis dataset with 1.9M reactions from patents (1976-2016). Task: Predict the reactants needed to synthesize the given product. (1) Given the product [C:1]([C:3]1[CH:8]=[CH:7][C:6]([CH:9]2[N:13]3[C:14]([C:17]([OH:26])=[O:18])=[CH:15][N:16]=[C:12]3[CH2:11][CH2:10]2)=[CH:5][C:4]=1[F:19])#[N:2], predict the reactants needed to synthesize it. The reactants are: [C:1]([C:3]1[CH:8]=[CH:7][C:6]([CH:9]2[N:13]3[C:14]([CH:17]=[O:18])=[CH:15][N:16]=[C:12]3[CH2:11][CH2:10]2)=[CH:5][C:4]=1[F:19])#[N:2].CC(=CC)C.Cl([O-])=[O:26].[Na+].O.P([O-])(O)(O)=O.[Na+]. (2) Given the product [NH2:27][C:25]1[N:26]=[C:8]([OH:9])[C:7]([CH2:6][C:5]2[CH:16]=[CH:17][C:2]([OH:1])=[CH:3][C:4]=2[O:18][CH3:19])=[C:13]([CH3:14])[N:24]=1, predict the reactants needed to synthesize it. The reactants are: [OH:1][C:2]1[CH:17]=[CH:16][C:5]([CH2:6][CH:7]([C:13](=O)[CH3:14])[C:8](OCC)=[O:9])=[C:4]([O:18][CH3:19])[CH:3]=1.C(=O)(O)O.[NH2:24][C:25]([NH2:27])=[NH:26]. (3) Given the product [Cl:26][C:10]1[C:11]([NH:13][C:14]2[CH:19]=[CH:18][CH:17]=[CH:16][C:15]=2[S:20]([CH:23]([CH3:25])[CH3:24])(=[O:22])=[O:21])=[N:12][C:7]([NH:6][CH2:5][C:4]2[CH:3]=[C:2]([NH:1][C:39](=[O:42])[CH:40]=[CH2:41])[CH:29]=[CH:28][CH:27]=2)=[N:8][CH:9]=1, predict the reactants needed to synthesize it. The reactants are: [NH2:1][C:2]1[CH:3]=[C:4]([CH:27]=[CH:28][CH:29]=1)[CH2:5][NH:6][C:7]1[N:12]=[C:11]([NH:13][C:14]2[CH:19]=[CH:18][CH:17]=[CH:16][C:15]=2[S:20]([CH:23]([CH3:25])[CH3:24])(=[O:22])=[O:21])[C:10]([Cl:26])=[CH:9][N:8]=1.CCN(C(C)C)C(C)C.[C:39](Cl)(=[O:42])[CH:40]=[CH2:41]. (4) The reactants are: [OH:1][C:2]1[CH:7]=[CH:6][CH:5]=CN=1.[CH2:8]([O:10][C:11](=[O:14])[CH2:12]Br)C.C([O-])([O-])=O.[Na+].[Na+]. Given the product [CH3:8][O:10][C:11](=[O:14])[CH2:12][C@@H:2]1[CH2:7][CH2:6][CH2:5][O:1]1, predict the reactants needed to synthesize it. (5) Given the product [CH3:1][O:2][C:3]1[C:4]([CH3:31])=[C:5]([C:22]([O:29][CH3:30])=[C:23]([O:27][CH3:28])[C:24]=1[O:25][CH3:26])[CH2:6][C:7]1[CH:15]=[CH:14][C:10]([C:11]([NH:38][C:37]2[CH:39]=[CH:40][C:34]([C:33]([F:41])([F:42])[F:32])=[CH:35][CH:36]=2)=[O:12])=[C:9]([C:16]2[CH:17]=[N:18][CH:19]=[CH:20][CH:21]=2)[CH:8]=1, predict the reactants needed to synthesize it. The reactants are: [CH3:1][O:2][C:3]1[C:4]([CH3:31])=[C:5]([C:22]([O:29][CH3:30])=[C:23]([O:27][CH3:28])[C:24]=1[O:25][CH3:26])[CH2:6][C:7]1[CH:15]=[CH:14][C:10]([C:11](O)=[O:12])=[C:9]([C:16]2[CH:17]=[N:18][CH:19]=[CH:20][CH:21]=2)[CH:8]=1.[F:32][C:33]([F:42])([F:41])[C:34]1[CH:40]=[CH:39][C:37]([NH2:38])=[CH:36][CH:35]=1.C(N(CC)CC)C.[Cl-].ClC1N(C)CC[NH+]1C. (6) Given the product [CH2:1]([NH:3][C:4]([NH:6][C:7]1[N:12]=[CH:11][C:10]([C:13]2[C:14]([O:23][CH:24]3[CH2:25][CH2:26][N:27]([C:30]([O:32][C:33]([CH3:36])([CH3:34])[CH3:35])=[O:31])[CH2:28][CH2:29]3)=[N:15][CH:16]=[C:17]([C:19]3[O:20][C:46](=[O:47])[NH:22][N:21]=3)[CH:18]=2)=[C:9]([C:37]2[S:38][CH:39]=[C:40]([C:42]([F:43])([F:44])[F:45])[N:41]=2)[CH:8]=1)=[O:5])[CH3:2], predict the reactants needed to synthesize it. The reactants are: [CH2:1]([NH:3][C:4]([NH:6][C:7]1[N:12]=[CH:11][C:10]([C:13]2[C:14]([O:23][CH:24]3[CH2:29][CH2:28][N:27]([C:30]([O:32][C:33]([CH3:36])([CH3:35])[CH3:34])=[O:31])[CH2:26][CH2:25]3)=[N:15][CH:16]=[C:17]([C:19]([NH:21][NH2:22])=[O:20])[CH:18]=2)=[C:9]([C:37]2[S:38][CH:39]=[C:40]([C:42]([F:45])([F:44])[F:43])[N:41]=2)[CH:8]=1)=[O:5])[CH3:2].[C:46](Cl)(Cl)=[O:47].